This data is from Full USPTO retrosynthesis dataset with 1.9M reactions from patents (1976-2016). The task is: Predict the reactants needed to synthesize the given product. (1) Given the product [NH2:1][C:2]1[N:3]=[CH:4][C:5]2[CH2:11][N:10]([C:12]3[C:13](=[O:19])[N:14]([C:25]4[CH:26]=[CH:27][C:22]([O:21][CH3:20])=[CH:23][CH:24]=4)[CH:15]=[CH:16][C:17]=3[CH3:18])[CH2:9][CH2:8][C:6]=2[N:7]=1, predict the reactants needed to synthesize it. The reactants are: [NH2:1][C:2]1[N:3]=[CH:4][C:5]2[CH2:11][N:10]([C:12]3[C:13](=[O:19])[NH:14][CH:15]=[CH:16][C:17]=3[CH3:18])[CH2:9][CH2:8][C:6]=2[N:7]=1.[CH3:20][O:21][C:22]1[CH:27]=[CH:26][C:25](I)=[CH:24][CH:23]=1.P([O-])([O-])([O-])=O.[K+].[K+].[K+]. (2) Given the product [CH3:25][C:23]([Si:26]([C:42]1[CH:47]=[CH:46][CH:45]=[CH:44][CH:43]=1)([C:48]1[CH:49]=[CH:50][CH:51]=[CH:52][CH:53]=1)[O:27][C:28]1[CH:29]=[C:30]2[C:35](=[CH:36][CH:37]=1)[C:34]([C:38]([NH:17][C:9]1[CH:10]=[C:11]([C:13]([F:16])([F:14])[F:15])[CH:12]=[C:7]([N:5]3[CH:6]=[C:2]([CH3:1])[N:3]=[CH:4]3)[CH:8]=1)=[O:39])=[CH:33][CH:32]=[CH:31]2)([CH3:22])[CH3:24], predict the reactants needed to synthesize it. The reactants are: [CH3:1][C:2]1[N:3]=[CH:4][N:5]([C:7]2[CH:8]=[C:9]([NH2:17])[CH:10]=[C:11]([C:13]([F:16])([F:15])[F:14])[CH:12]=2)[CH:6]=1.C[Al](C)C.[CH3:22][C:23]([Si:26]([C:48]1[CH:53]=[CH:52][CH:51]=[CH:50][CH:49]=1)([C:42]1[CH:47]=[CH:46][CH:45]=[CH:44][CH:43]=1)[O:27][C:28]1[CH:29]=[C:30]2[C:35](=[CH:36][CH:37]=1)[C:34]([C:38](OC)=[O:39])=[CH:33][CH:32]=[CH:31]2)([CH3:25])[CH3:24].[NH4+].[Cl-].